From a dataset of Forward reaction prediction with 1.9M reactions from USPTO patents (1976-2016). Predict the product of the given reaction. (1) The product is: [C:1]([C:5]1[CH:6]=[CH:7][C:8]([NH:11][C:12]([NH:14][CH2:15][CH2:16][C:17]([OH:19])=[O:18])=[O:13])=[CH:9][CH:10]=1)([CH3:4])([CH3:2])[CH3:3]. Given the reactants [C:1]([C:5]1[CH:10]=[CH:9][C:8]([NH:11][C:12]([NH:14][CH2:15][CH2:16][C:17]([O:19]CC)=[O:18])=[O:13])=[CH:7][CH:6]=1)([CH3:4])([CH3:3])[CH3:2].[OH-].[Na+].Cl, predict the reaction product. (2) Given the reactants FC(F)(F)C(O)=O.[CH3:8][CH:9]([O:11][C:12]1[CH:19]=[CH:18][C:17]([C:20]2[O:24][N:23]=[C:22]([C:25]3[CH:34]=[CH:33][CH:32]=[C:31]4[C:26]=3[CH2:27][CH2:28][NH:29][CH2:30]4)[N:21]=2)=[CH:16][C:13]=1[C:14]#[N:15])[CH3:10].[OH:35][C@@H:36]([CH2:39]O)[CH:37]=[O:38].C(O[BH-](OC(=O)C)OC(=O)C)(=O)C.[Na+].C(=O)([O-])O.[Na+].C(Cl)[Cl:61], predict the reaction product. The product is: [ClH:61].[OH:35][C@@H:36]([CH2:37][OH:38])[CH2:39][N:29]1[CH2:28][CH2:27][C:26]2[C:31](=[CH:32][CH:33]=[CH:34][C:25]=2[C:22]2[N:21]=[C:20]([C:17]3[CH:18]=[CH:19][C:12]([O:11][CH:9]([CH3:8])[CH3:10])=[C:13]([CH:16]=3)[C:14]#[N:15])[O:24][N:23]=2)[CH2:30]1.